Dataset: Cav3 T-type calcium channel HTS with 100,875 compounds. Task: Binary Classification. Given a drug SMILES string, predict its activity (active/inactive) in a high-throughput screening assay against a specified biological target. (1) The drug is O=C(NCCOC)CN1C(Cc2c1cccc2)C. The result is 0 (inactive). (2) The result is 0 (inactive). The drug is Clc1cc(Cn2ccc(=N)cc2)ccc1.